This data is from NCI-60 drug combinations with 297,098 pairs across 59 cell lines. The task is: Regression. Given two drug SMILES strings and cell line genomic features, predict the synergy score measuring deviation from expected non-interaction effect. (1) Drug 1: COC1=CC(=CC(=C1O)OC)C2C3C(COC3=O)C(C4=CC5=C(C=C24)OCO5)OC6C(C(C7C(O6)COC(O7)C8=CC=CS8)O)O. Drug 2: COCCOC1=C(C=C2C(=C1)C(=NC=N2)NC3=CC=CC(=C3)C#C)OCCOC.Cl. Cell line: LOX IMVI. Synergy scores: CSS=38.8, Synergy_ZIP=0.420, Synergy_Bliss=-0.866, Synergy_Loewe=-16.8, Synergy_HSA=0.602. (2) Drug 1: CS(=O)(=O)CCNCC1=CC=C(O1)C2=CC3=C(C=C2)N=CN=C3NC4=CC(=C(C=C4)OCC5=CC(=CC=C5)F)Cl. Drug 2: B(C(CC(C)C)NC(=O)C(CC1=CC=CC=C1)NC(=O)C2=NC=CN=C2)(O)O. Cell line: SK-MEL-5. Synergy scores: CSS=50.8, Synergy_ZIP=1.11, Synergy_Bliss=3.02, Synergy_Loewe=-23.3, Synergy_HSA=1.78. (3) Cell line: MDA-MB-435. Drug 2: CCCCCOC(=O)NC1=NC(=O)N(C=C1F)C2C(C(C(O2)C)O)O. Drug 1: CC1=CC=C(C=C1)C2=CC(=NN2C3=CC=C(C=C3)S(=O)(=O)N)C(F)(F)F. Synergy scores: CSS=7.21, Synergy_ZIP=-1.00, Synergy_Bliss=1.21, Synergy_Loewe=1.92, Synergy_HSA=2.16. (4) Drug 1: CC1=C(C=C(C=C1)NC2=NC=CC(=N2)N(C)C3=CC4=NN(C(=C4C=C3)C)C)S(=O)(=O)N.Cl. Drug 2: CC1OCC2C(O1)C(C(C(O2)OC3C4COC(=O)C4C(C5=CC6=C(C=C35)OCO6)C7=CC(=C(C(=C7)OC)O)OC)O)O. Cell line: SF-539. Synergy scores: CSS=20.7, Synergy_ZIP=0.941, Synergy_Bliss=0.804, Synergy_Loewe=3.47, Synergy_HSA=4.45. (5) Drug 1: CN(CC1=CN=C2C(=N1)C(=NC(=N2)N)N)C3=CC=C(C=C3)C(=O)NC(CCC(=O)O)C(=O)O. Drug 2: CCN(CC)CCCC(C)NC1=C2C=C(C=CC2=NC3=C1C=CC(=C3)Cl)OC. Cell line: HT29. Synergy scores: CSS=50.2, Synergy_ZIP=-0.720, Synergy_Bliss=-2.53, Synergy_Loewe=-8.75, Synergy_HSA=0.194. (6) Drug 1: CC1C(C(CC(O1)OC2CC(CC3=C2C(=C4C(=C3O)C(=O)C5=C(C4=O)C(=CC=C5)OC)O)(C(=O)C)O)N)O.Cl. Drug 2: C1CN(CCN1C(=O)CCBr)C(=O)CCBr. Cell line: MCF7. Synergy scores: CSS=14.5, Synergy_ZIP=-1.75, Synergy_Bliss=0.769, Synergy_Loewe=-1.95, Synergy_HSA=-1.08. (7) Drug 1: C1CN(CCN1C(=O)CCBr)C(=O)CCBr. Drug 2: C1C(C(OC1N2C=NC3=C2NC=NCC3O)CO)O. Cell line: U251. Synergy scores: CSS=37.0, Synergy_ZIP=0.761, Synergy_Bliss=-1.70, Synergy_Loewe=-1.99, Synergy_HSA=-3.63. (8) Drug 1: COC1=NC(=NC2=C1N=CN2C3C(C(C(O3)CO)O)O)N. Drug 2: CCCCCOC(=O)NC1=NC(=O)N(C=C1F)C2C(C(C(O2)C)O)O. Cell line: A549. Synergy scores: CSS=-9.15, Synergy_ZIP=6.73, Synergy_Bliss=3.28, Synergy_Loewe=-6.79, Synergy_HSA=-7.01.